Dataset: NCI-60 drug combinations with 297,098 pairs across 59 cell lines. Task: Regression. Given two drug SMILES strings and cell line genomic features, predict the synergy score measuring deviation from expected non-interaction effect. (1) Drug 1: C1CC(C1)(C(=O)O)C(=O)O.[NH2-].[NH2-].[Pt+2]. Drug 2: CCC1(CC2CC(C3=C(CCN(C2)C1)C4=CC=CC=C4N3)(C5=C(C=C6C(=C5)C78CCN9C7C(C=CC9)(C(C(C8N6C)(C(=O)OC)O)OC(=O)C)CC)OC)C(=O)OC)O.OS(=O)(=O)O. Cell line: SK-MEL-5. Synergy scores: CSS=10.1, Synergy_ZIP=-3.04, Synergy_Bliss=2.73, Synergy_Loewe=2.06, Synergy_HSA=1.67. (2) Drug 1: C1CCC(C1)C(CC#N)N2C=C(C=N2)C3=C4C=CNC4=NC=N3. Drug 2: CC1CCC2CC(C(=CC=CC=CC(CC(C(=O)C(C(C(=CC(C(=O)CC(OC(=O)C3CCCCN3C(=O)C(=O)C1(O2)O)C(C)CC4CCC(C(C4)OC)O)C)C)O)OC)C)C)C)OC. Cell line: IGROV1. Synergy scores: CSS=54.1, Synergy_ZIP=15.4, Synergy_Bliss=15.1, Synergy_Loewe=-5.78, Synergy_HSA=18.5. (3) Drug 1: CN(CC1=CN=C2C(=N1)C(=NC(=N2)N)N)C3=CC=C(C=C3)C(=O)NC(CCC(=O)O)C(=O)O. Drug 2: CC1=CC=C(C=C1)C2=CC(=NN2C3=CC=C(C=C3)S(=O)(=O)N)C(F)(F)F. Cell line: SF-539. Synergy scores: CSS=40.1, Synergy_ZIP=-0.860, Synergy_Bliss=-2.83, Synergy_Loewe=-35.6, Synergy_HSA=-2.42. (4) Drug 1: COC1=NC(=NC2=C1N=CN2C3C(C(C(O3)CO)O)O)N. Drug 2: CC(C)CN1C=NC2=C1C3=CC=CC=C3N=C2N. Cell line: UACC62. Synergy scores: CSS=-1.74, Synergy_ZIP=-0.379, Synergy_Bliss=-1.99, Synergy_Loewe=-2.16, Synergy_HSA=-2.48.